Dataset: Merck oncology drug combination screen with 23,052 pairs across 39 cell lines. Task: Regression. Given two drug SMILES strings and cell line genomic features, predict the synergy score measuring deviation from expected non-interaction effect. (1) Cell line: A375. Synergy scores: synergy=-5.26. Drug 1: CN(C)C(=N)N=C(N)N. Drug 2: Cc1nc(Nc2ncc(C(=O)Nc3c(C)cccc3Cl)s2)cc(N2CCN(CCO)CC2)n1. (2) Drug 1: CC(=O)OC1C(=O)C2(C)C(O)CC3OCC3(OC(C)=O)C2C(OC(=O)c2ccccc2)C2(O)CC(OC(=O)C(O)C(NC(=O)c3ccccc3)c3ccccc3)C(C)=C1C2(C)C. Drug 2: CCN(CC)CCNC(=O)c1c(C)[nH]c(C=C2C(=O)Nc3ccc(F)cc32)c1C. Cell line: PA1. Synergy scores: synergy=-3.77. (3) Drug 1: O=P1(N(CCCl)CCCl)NCCCO1. Drug 2: Cn1c(=O)n(-c2ccc(C(C)(C)C#N)cc2)c2c3cc(-c4cnc5ccccc5c4)ccc3ncc21. Cell line: UWB1289BRCA1. Synergy scores: synergy=28.9. (4) Drug 1: COC1CC2CCC(C)C(O)(O2)C(=O)C(=O)N2CCCCC2C(=O)OC(C(C)CC2CCC(OP(C)(C)=O)C(OC)C2)CC(=O)C(C)C=C(C)C(O)C(OC)C(=O)C(C)CC(C)C=CC=CC=C1C. Drug 2: Cn1cc(-c2cnn3c(N)c(Br)c(C4CCCNC4)nc23)cn1. Cell line: LOVO. Synergy scores: synergy=19.8. (5) Drug 1: CN(C)C(=N)N=C(N)N. Drug 2: O=C(O)C1(Cc2cccc(Nc3nccs3)n2)CCC(Oc2cccc(Cl)c2F)CC1. Cell line: SKMES1. Synergy scores: synergy=1.65. (6) Drug 1: N#Cc1ccc(Cn2cncc2CN2CCN(c3cccc(Cl)c3)C(=O)C2)cc1. Drug 2: CNC(=O)c1cc(Oc2ccc(NC(=O)Nc3ccc(Cl)c(C(F)(F)F)c3)cc2)ccn1. Cell line: SKMES1. Synergy scores: synergy=3.35. (7) Drug 1: CC(C)CC(NC(=O)C(Cc1ccccc1)NC(=O)c1cnccn1)B(O)O. Drug 2: CCc1cnn2c(NCc3ccc[n+]([O-])c3)cc(N3CCCCC3CCO)nc12. Cell line: LOVO. Synergy scores: synergy=-16.7.